From a dataset of Reaction yield outcomes from USPTO patents with 853,638 reactions. Predict the reaction yield, written as a fraction of the theoretical maximum amount of product (1.0 means a 100% yield; for example, 0.34 means a 34% yield). The reactants are [N:1]1[N:5]2[N:6]=[CH:7][C:8](C([O-])=O)=[CH:9][C:4]2=[CH:3][CH:2]=1.[Li+].FC(F)(F)[C:16](O)=[O:17].[NH2:21][CH2:22][CH:23]1[C:25]2([CH2:30][CH2:29][N:28]([C:31]([O:33][C:34]([CH3:37])([CH3:36])[CH3:35])=[O:32])[CH2:27][CH2:26]2)[CH2:24]1.CCN=C=NCCCN(C)C.C1C=CC2N(O)N=NC=2C=1.C(N(CC)CC)C. The catalyst is CN(C=O)C. The product is [N:1]1[N:5]2[N:6]=[CH:7][CH:8]=[CH:9][C:4]2=[C:3]([C:16]([NH:21][CH2:22][CH:23]2[C:25]3([CH2:26][CH2:27][N:28]([C:31]([O:33][C:34]([CH3:37])([CH3:36])[CH3:35])=[O:32])[CH2:29][CH2:30]3)[CH2:24]2)=[O:17])[CH:2]=1. The yield is 0.0900.